From a dataset of Full USPTO retrosynthesis dataset with 1.9M reactions from patents (1976-2016). Predict the reactants needed to synthesize the given product. (1) Given the product [Br:1][C:2]1[CH:3]=[C:4]([CH3:9])[C:5]([N:14]2[CH:13]=[C:12]([C:11]([F:18])([F:17])[F:10])[CH:16]=[N:15]2)=[N:6][CH:7]=1, predict the reactants needed to synthesize it. The reactants are: [Br:1][C:2]1[CH:3]=[C:4]([CH3:9])[C:5](Cl)=[N:6][CH:7]=1.[F:10][C:11]([F:18])([F:17])[C:12]1[CH:13]=[N:14][NH:15][CH:16]=1.C(=O)([O-])[O-].[K+].[K+]. (2) The reactants are: Br[C:2]1[CH:19]=[C:18]2[C:5]([C:6]([F:21])([F:20])[CH2:7][CH2:8][C@@:9]32[C:14]([F:16])([F:15])[CH2:13][O:12][C:11]([NH2:17])=[N:10]3)=[CH:4][CH:3]=1.[F:22][C:23]1[CH:24]=[C:25](B(O)O)[CH:26]=[N:27][CH:28]=1. Given the product [F:20][C:6]1([F:21])[C:5]2[C:18](=[CH:19][C:2]([C:25]3[CH:26]=[N:27][CH:28]=[C:23]([F:22])[CH:24]=3)=[CH:3][CH:4]=2)[C@@:9]2([C:14]([F:16])([F:15])[CH2:13][O:12][C:11]([NH2:17])=[N:10]2)[CH2:8][CH2:7]1, predict the reactants needed to synthesize it. (3) Given the product [S:22]([CH2:21][CH2:20][S:26]([OH:29])(=[O:28])=[O:27])([OH:25])(=[O:24])=[O:23].[NH2:1][CH:2]([CH:14]([CH3:17])[CH2:15][CH3:16])[C:3]([NH:5][CH2:6][CH2:7][N:8]1[CH2:13][CH2:12][O:11][CH2:10][CH2:9]1)=[O:4], predict the reactants needed to synthesize it. The reactants are: [NH2:1][CH:2]([CH:14]([CH3:17])[CH2:15][CH3:16])[C:3]([NH:5][CH2:6][CH2:7][N:8]1[CH2:13][CH2:12][O:11][CH2:10][CH2:9]1)=[O:4].O.O.[CH2:20]([S:26]([OH:29])(=[O:28])=[O:27])[CH2:21][S:22]([OH:25])(=[O:24])=[O:23]. (4) Given the product [CH2:27]([N:29]([CH2:30][CH3:31])[C:2]1[CH:3]=[C:4]([CH2:13][O:14][C:15]2[CH:20]=[CH:19][C:18]([CH2:21][CH:22]([CH3:26])[C:23]([O:25][CH2:32][CH3:33])=[O:24])=[CH:17][CH:16]=2)[C:5]2[O:9][C:8]([CH3:11])([CH3:10])[CH2:7][C:6]=2[CH:12]=1)[CH3:28], predict the reactants needed to synthesize it. The reactants are: Br[C:2]1[CH:3]=[C:4]([CH2:13][O:14][C:15]2[CH:20]=[CH:19][C:18]([CH2:21][CH:22]([CH3:26])[C:23]([OH:25])=[O:24])=[CH:17][CH:16]=2)[C:5]2[O:9][C:8]([CH3:11])([CH3:10])[CH2:7][C:6]=2[CH:12]=1.[CH2:27]([NH:29][CH2:30][CH3:31])[CH3:28].[C:32]1(C2C=CC=CC=2)C=CC=C[C:33]=1P(C(C)(C)C)C(C)(C)C.CC(C)([O-])C.[Na+]. (5) The reactants are: Br[C:2]1[CH:3]=[C:4]([C:8]([F:11])([F:10])[F:9])[CH:5]=[N:6][CH:7]=1.[CH2:12]([O:14][C:15](=[O:27])/[CH:16]=[CH:17]/B1OC(C)(C)C(C)(C)O1)C.C([O-])([O-])=O.[Na+].[Na+].S(Cl)(Cl)=O. Given the product [CH3:12][O:14][C:15](=[O:27])/[CH:16]=[CH:17]/[C:2]1[CH:7]=[N:6][CH:5]=[C:4]([C:8]([F:11])([F:10])[F:9])[CH:3]=1, predict the reactants needed to synthesize it. (6) Given the product [CH:15]1([CH2:14][O:8][C:7]2[C:2]([I:1])=[N:3][C:4]([S:9]([CH3:12])(=[O:10])=[O:11])=[CH:5][CH:6]=2)[CH2:17][CH2:16]1, predict the reactants needed to synthesize it. The reactants are: [I:1][C:2]1[C:7]([OH:8])=[CH:6][CH:5]=[C:4]([S:9]([CH3:12])(=[O:11])=[O:10])[N:3]=1.Br[CH2:14][CH:15]1[CH2:17][CH2:16]1.O.